From a dataset of Forward reaction prediction with 1.9M reactions from USPTO patents (1976-2016). Predict the product of the given reaction. (1) Given the reactants P(Br)(Br)([Br:3])=O.[Cl:6][C:7]1[CH:8]=[C:9]2[C:14](=[CH:15][CH:16]=1)[N+:13]([O-])=[CH:12][C:11]([N+:18]([O-:20])=[O:19])=[C:10]2[C:21]([F:24])([F:23])[F:22], predict the reaction product. The product is: [Br:3][C:12]1[C:11]([N+:18]([O-:20])=[O:19])=[C:10]([C:21]([F:24])([F:23])[F:22])[C:9]2[C:14](=[CH:15][CH:16]=[C:7]([Cl:6])[CH:8]=2)[N:13]=1. (2) Given the reactants [Br:1][C:2]1[CH:3]=[C:4]([O:10][CH2:11][CH3:12])[C:5]([CH3:9])=[N+:6]([O-])[CH:7]=1.FC(F)(F)C(OC(=O)C(F)(F)F)=[O:16], predict the reaction product. The product is: [Br:1][C:2]1[CH:3]=[C:4]([O:10][CH2:11][CH3:12])[C:5]([CH2:9][OH:16])=[N:6][CH:7]=1. (3) Given the reactants C(O[CH:4]=[C:5]([C:11]([O:13]CC)=O)[C:6]([O:8][CH2:9][CH3:10])=[O:7])C.[C:16]([CH2:18][C:19]([N:21]1[CH2:24][CH:23]([C:25]([O:27][C:28]([CH3:31])([CH3:30])[CH3:29])=[O:26])[CH2:22]1)=[NH:20])#[N:17], predict the reaction product. The product is: [C:28]([O:27][C:25]([CH:23]1[CH2:22][N:21]([C:19]2[NH:20][C:11](=[O:13])[C:5]([C:6]([O:8][CH2:9][CH3:10])=[O:7])=[CH:4][C:18]=2[C:16]#[N:17])[CH2:24]1)=[O:26])([CH3:31])([CH3:29])[CH3:30]. (4) Given the reactants FC(F)(F)C1C=[C:5](C=C(C(F)(F)F)C=1)[CH2:6][N:7]1[C:11]2[CH:12]=[CH:13][C:14]([C:16]([NH:18][CH2:19][CH2:20][C:21]([OH:23])=[O:22])=[O:17])=[CH:15][C:10]=2[N:9]=[C:8]1[C:24]1[CH:29]=[CH:28][CH:27]=[C:26](OC2C=CC=C(C(F)(F)F)C=2)[CH:25]=1.[O:50](CCN)[C:51]1[CH:56]=[CH:55][CH:54]=[CH:53][CH:52]=1.[CH2:60]([N:64](CCCC)[C:65]1C=C[C:68](C=O)=[CH:67][CH:66]=1)[CH2:61][CH2:62][CH3:63], predict the reaction product. The product is: [CH2:60]([N:64]([CH2:65][CH2:66][CH2:67][CH3:68])[C:27]1[CH:28]=[CH:29][C:24]([C:8]2[N:7]([CH2:6][CH2:5][O:50][C:51]3[CH:52]=[CH:53][CH:54]=[CH:55][CH:56]=3)[C:11]3[CH:12]=[CH:13][C:14]([C:16]([NH:18][CH2:19][CH2:20][C:21]([OH:23])=[O:22])=[O:17])=[CH:15][C:10]=3[N:9]=2)=[CH:25][CH:26]=1)[CH2:61][CH2:62][CH3:63]. (5) Given the reactants C[O:2][C:3](=[O:27])[CH2:4][C:5]1[C:13]2[C:8](=[N:9][CH:10]=[CH:11][CH:12]=2)[N:7]([CH2:14][C:15]2[CH:20]=[CH:19][C:18]([S:21]([CH3:24])(=[O:23])=[O:22])=[CH:17][C:16]=2[Cl:25])[C:6]=1[CH3:26].COC(=O)CC1C2C(=NC=CC=2)NC=1C.[H-].[Na+].BrCC1C=CC(S(C)(=O)=O)=CC=1Cl.[I-].[Na+], predict the reaction product. The product is: [Cl:25][C:16]1[CH:17]=[C:18]([S:21]([CH3:24])(=[O:22])=[O:23])[CH:19]=[CH:20][C:15]=1[CH2:14][N:7]1[C:8]2=[N:9][CH:10]=[CH:11][CH:12]=[C:13]2[C:5]([CH2:4][C:3]([OH:27])=[O:2])=[C:6]1[CH3:26]. (6) Given the reactants [CH2:1]([NH:8][C@H:9]1[CH2:14][CH2:13][C@H:12]([C:15]([O:24][Si](CC)(CC)CC)([C:20]([F:23])([F:22])[F:21])[C:16]([F:19])([F:18])[F:17])[CH2:11][CH2:10]1)[C:2]1[CH:7]=[CH:6][CH:5]=[CH:4][CH:3]=1.CCN(CC)CC.[C:39](Cl)(=[O:41])[CH3:40].[NH4+].[Cl-], predict the reaction product. The product is: [CH2:1]([N:8]([C@H:9]1[CH2:14][CH2:13][C@H:12]([C:15]([OH:24])([C:20]([F:23])([F:21])[F:22])[C:16]([F:19])([F:17])[F:18])[CH2:11][CH2:10]1)[C:39](=[O:41])[CH3:40])[C:2]1[CH:3]=[CH:4][CH:5]=[CH:6][CH:7]=1. (7) Given the reactants [H-].[Na+].[CH2:3]([OH:10])[C:4]1[CH:9]=[CH:8][CH:7]=[CH:6][CH:5]=1.Br[CH2:12][C:13]([O:15][CH2:16][CH3:17])=[O:14].Cl, predict the reaction product. The product is: [CH2:16]([O:15][C:13](=[O:14])[CH2:12][O:10][CH2:3][C:4]1[CH:9]=[CH:8][CH:7]=[CH:6][CH:5]=1)[CH3:17].